Task: Predict the reactants needed to synthesize the given product.. Dataset: Full USPTO retrosynthesis dataset with 1.9M reactions from patents (1976-2016) (1) Given the product [CH2:8]([N:15]1[C:19]2[CH:20]=[CH:21][C:22]3[N:23]([C:24]([CH3:27])=[N:25][N:26]=3)[C:18]=2[CH:17]=[C:16]1[C:28]([N:34]([CH3:35])[CH3:31])=[O:30])[C:9]1[CH:10]=[CH:11][CH:12]=[CH:13][CH:14]=1, predict the reactants needed to synthesize it. The reactants are: FC(F)(F)C(O)=O.[CH2:8]([N:15]1[C:19]2[CH:20]=[CH:21][C:22]3[N:23]([C:24]([CH3:27])=[N:25][N:26]=3)[C:18]=2[CH:17]=[C:16]1[C:28]([OH:30])=O)[C:9]1[CH:14]=[CH:13][CH:12]=[CH:11][CH:10]=1.[CH:31]([N:34](CC)[CH:35](C)C)(C)C.F[P-](F)(F)(F)(F)F.C[N+](C)=C(N(C)C)ON1C2N=CC=CC=2N=N1.CNC.C1COCC1. (2) Given the product [C:58]([O:57][CH:55]([O:54][C:53]([CH:34]1[NH:33][CH2:32][C:31]2[S:30][C:29]([C:27]([N:24]3[CH2:25][CH2:26][N:21]([S:18]([C:13]4[NH:14][C:15]5[C:11]([CH:12]=4)=[CH:10][C:9]([Cl:8])=[CH:17][CH:16]=5)(=[O:20])=[O:19])[CH2:22][CH:23]3[CH2:38][C:39]([NH:41][S:42]([CH3:45])(=[O:44])=[O:43])=[O:40])=[O:28])=[N:37][C:36]=2[CH2:35]1)=[O:61])[CH3:56])(=[O:60])[CH3:59], predict the reactants needed to synthesize it. The reactants are: FC(F)(F)C(O)=O.[Cl:8][C:9]1[CH:10]=[C:11]2[C:15](=[CH:16][CH:17]=1)[NH:14][C:13]([S:18]([N:21]1[CH2:26][CH2:25][N:24]([C:27]([C:29]3[S:30][C:31]4[CH2:32][NH:33][CH2:34][CH2:35][C:36]=4[N:37]=3)=[O:28])[CH:23]([CH2:38][C:39]([NH:41][S:42]([CH3:45])(=[O:44])=[O:43])=[O:40])[CH2:22]1)(=[O:20])=[O:19])=[CH:12]2.C(N(CC)CC)C.[C:53](=O)([O:61]C1C=CC([N+]([O-])=O)=CC=1)[O:54][CH:55]([O:57][C:58](=[O:60])[CH3:59])[CH3:56]. (3) Given the product [Cl:16][C:17]1[CH:23]=[C:22]([F:24])[C:21]([CH3:25])=[CH:20][C:18]=1[NH:19][C:2]1[N:7]2[N:8]=[CH:9][CH:10]=[C:6]2[N:5]=[CH:4][C:3]=1[C:11]([O:13][CH2:14][CH3:15])=[O:12], predict the reactants needed to synthesize it. The reactants are: O[C:2]1[N:7]2[N:8]=[CH:9][CH:10]=[C:6]2[N:5]=[CH:4][C:3]=1[C:11]([O:13][CH2:14][CH3:15])=[O:12].[Cl:16][C:17]1[CH:23]=[C:22]([F:24])[C:21]([CH3:25])=[CH:20][C:18]=1[NH2:19]. (4) Given the product [CH:1]1([CH2:7][N:8]2[C:16]3[C:15]([O:17][CH3:18])=[N:14][C:13]([N:19]4[CH:23]=[C:22]([C:24]([O:26][CH2:27][CH3:28])=[O:25])[CH:21]=[N:20]4)=[N:12][C:11]=3[C:10]([CH2:29][CH3:30])=[N:9]2)[CH2:6][CH2:5][CH2:4][CH2:3][CH2:2]1, predict the reactants needed to synthesize it. The reactants are: [CH:1]1([CH2:7][N:8]2[C:16]3[C:15]([O:17][CH3:18])=[N:14][C:13]([N:19]4[CH:23]=[C:22]([C:24]([O:26][CH2:27][CH3:28])=[O:25])[CH:21]=[N:20]4)=[N:12][C:11]=3[C:10]([CH:29]=[CH2:30])=[N:9]2)[CH2:6][CH2:5][CH2:4][CH2:3][CH2:2]1. (5) Given the product [Br:27][C:18]1[C:17]2[C:12](=[CH:13][C:14]([C:21]([F:24])([F:23])[F:22])=[CH:15][CH:16]=2)[N:11]=[C:10]([C:5]2[CH:6]=[CH:7][CH:8]=[CH:9][C:4]=2[S:3][CH2:1][CH3:2])[N:19]=1, predict the reactants needed to synthesize it. The reactants are: [CH2:1]([S:3][C:4]1[CH:9]=[CH:8][CH:7]=[CH:6][C:5]=1[C:10]1[NH:19][C:18](=O)[C:17]2[C:12](=[CH:13][C:14]([C:21]([F:24])([F:23])[F:22])=[CH:15][CH:16]=2)[N:11]=1)[CH3:2].P(Br)(Br)([Br:27])=O.C(=O)(O)[O-].[Na+].